From a dataset of Forward reaction prediction with 1.9M reactions from USPTO patents (1976-2016). Predict the product of the given reaction. (1) Given the reactants Cl.[NH2:2][C:3]1[N:8]=[C:7](I)[CH:6]=[C:5]([NH:10][CH2:11][CH3:12])[N:4]=1.[C:13]([O:17][CH2:18][CH3:19])(=[O:16])[CH:14]=[CH2:15].[CH2:20](N(CC)CC)C.CN(C=O)C, predict the reaction product. The product is: [NH2:2][C:3]1[N:4]=[C:5]([NH:10][CH2:11][CH3:12])[C:6](/[CH:15]=[CH:14]/[C:13]([O:17][CH2:18][CH3:19])=[O:16])=[C:7]([CH3:20])[N:8]=1. (2) Given the reactants [C:1]([C:3]1[CH:4]=[C:5]([CH:27]=[C:28]([CH3:30])[CH:29]=1)[C:6]([C:8]1[C:9]([CH2:23][CH:24]2[CH2:26][CH2:25]2)=[C:10]([CH2:18][O:19]C(=O)C)[NH:11][C:12](=[O:17])[C:13]=1[CH:14]([CH3:16])[CH3:15])=[O:7])#[N:2].[NH4+].[OH-], predict the reaction product. The product is: [CH:24]1([CH2:23][C:9]2[C:8]([C:6]([C:5]3[CH:4]=[C:3]([CH:29]=[C:28]([CH3:30])[CH:27]=3)[C:1]#[N:2])=[O:7])=[C:13]([CH:14]([CH3:15])[CH3:16])[C:12](=[O:17])[NH:11][C:10]=2[CH2:18][OH:19])[CH2:26][CH2:25]1. (3) Given the reactants [CH3:1][C:2]1[CH:3]=[C:4]([CH:9]=[CH:10][C:11]=1[N:12]1[C:18](=[O:19])[CH2:17][CH2:16][O:15][CH2:14][CH2:13]1)[C:5]([O:7]C)=[O:6].[OH-].[Li+].O, predict the reaction product. The product is: [CH3:1][C:2]1[CH:3]=[C:4]([CH:9]=[CH:10][C:11]=1[N:12]1[C:18](=[O:19])[CH2:17][CH2:16][O:15][CH2:14][CH2:13]1)[C:5]([OH:7])=[O:6].